Task: Regression. Given a peptide amino acid sequence and an MHC pseudo amino acid sequence, predict their binding affinity value. This is MHC class II binding data.. Dataset: Peptide-MHC class II binding affinity with 134,281 pairs from IEDB (1) The peptide sequence is KTLILLETFVRVNPD. The MHC is DRB1_1101 with pseudo-sequence DRB1_1101. The binding affinity (normalized) is 0.370. (2) The peptide sequence is AFSPEVIPMFSALSEGA. The MHC is DRB1_0405 with pseudo-sequence DRB1_0405. The binding affinity (normalized) is 0.685. (3) The peptide sequence is EGTVDFIFGEARSLY. The MHC is HLA-DQA10401-DQB10402 with pseudo-sequence HLA-DQA10401-DQB10402. The binding affinity (normalized) is 0.443. (4) The peptide sequence is GWPYIGSRSQILGRS. The MHC is DRB3_0101 with pseudo-sequence DRB3_0101. The binding affinity (normalized) is 0.424. (5) The peptide sequence is AFKVAATAANAAPAQ. The MHC is DRB1_0802 with pseudo-sequence DRB1_0802. The binding affinity (normalized) is 0.785.